From a dataset of Peptide-MHC class I binding affinity with 185,985 pairs from IEDB/IMGT. Regression. Given a peptide amino acid sequence and an MHC pseudo amino acid sequence, predict their binding affinity value. This is MHC class I binding data. The peptide sequence is EEPVPLLPLS. The MHC is HLA-B40:01 with pseudo-sequence HLA-B40:01. The binding affinity (normalized) is 0.0412.